From a dataset of Forward reaction prediction with 1.9M reactions from USPTO patents (1976-2016). Predict the product of the given reaction. (1) Given the reactants [Cl:1][C:2]1[NH:3][CH:4]=[C:5]([N+:7]([O-:9])=[O:8])[N:6]=1.[CH3:10][C:11]1([CH2:14][S:15][C:16]2[N:20]([C:21]3[CH:26]=[CH:25][CH:24]=[CH:23][CH:22]=3)[N:19]=[N:18][N:17]=2)[CH2:13][O:12]1.C([O-])(=O)C.[Na+], predict the reaction product. The product is: [Cl:1][C:2]1[N:3]([CH2:10][C:11]([CH3:13])([OH:12])[CH2:14][S:15][C:16]2[N:20]([C:21]3[CH:26]=[CH:25][CH:24]=[CH:23][CH:22]=3)[N:19]=[N:18][N:17]=2)[CH:4]=[C:5]([N+:7]([O-:9])=[O:8])[N:6]=1. (2) Given the reactants [CH2:1]([N:3](S(F)(F)F)[CH2:4][CH3:5])[CH3:2].[FH:10].[N:11]1[CH:16]=CC=CC=1.C(N1[CH2:24][CH2:23][N:22]([C:25]2[C:34]3[C:29](=[CH:30][CH:31]=[CH:32][CH:33]=3)[CH:28]=[C:27]([C:35]3[CH:40]=[CH:39][C:38]([CH2:41][CH2:42][CH2:43]O)=CN=3)[N:26]=2)CC1)C, predict the reaction product. The product is: [CH2:1]([N:3]1[CH2:24][CH2:23][N:22]([C:25]2[C:34]3[C:29](=[CH:30][CH:31]=[CH:32][CH:33]=3)[CH:28]=[C:27]([C:35]3[CH:40]=[CH:39][C:38]([CH2:41][CH2:42][CH2:43][F:10])=[N:11][CH:16]=3)[N:26]=2)[CH2:5][CH2:4]1)[CH3:2]. (3) Given the reactants [CH2:1]([C:3]1[C:7]([C:8]#[N:9])=[C:6]([C:10]2[O:11][CH:12]=[CH:13][C:14]=2[CH3:15])[N:5]([C:16]2[CH:21]=[CH:20][C:19]([O:22]C)=[CH:18][CH:17]=2)[N:4]=1)[CH3:2].B(Br)(Br)Br, predict the reaction product. The product is: [CH2:1]([C:3]1[C:7]([C:8]#[N:9])=[C:6]([C:10]2[O:11][CH:12]=[CH:13][C:14]=2[CH3:15])[N:5]([C:16]2[CH:17]=[CH:18][C:19]([OH:22])=[CH:20][CH:21]=2)[N:4]=1)[CH3:2]. (4) Given the reactants [CH3:1][O:2][C:3](=[O:13])[C:4]1[CH:9]=[C:8]([C:10]#[N:11])[CH:7]=[CH:6][C:5]=1[OH:12].[C:14]([O-])([O-])=O.[K+].[K+].CI, predict the reaction product. The product is: [CH3:1][O:2][C:3](=[O:13])[C:4]1[CH:9]=[C:8]([C:10]#[N:11])[CH:7]=[CH:6][C:5]=1[O:12][CH3:14]. (5) Given the reactants [N:1]1[NH:2][N:3]=[CH:4][CH:5]=1.C(=O)([O-])[O-].[K+].[K+].[Br:12][C:13]1[CH:18]=[CH:17][C:16]([Cl:19])=[CH:15][C:14]=1[CH2:20]Br.O, predict the reaction product. The product is: [Br:12][C:13]1[CH:18]=[CH:17][C:16]([Cl:19])=[CH:15][C:14]=1[CH2:20][N:2]1[N:3]=[CH:4][CH:5]=[N:1]1. (6) Given the reactants [C:1]([O:7][CH2:8][N:9]1[C:13]2[N:14]=[CH:15][N:16]=[C:17]([C:18]3[CH:19]=[N:20][N:21]([CH:23]([CH:27]4[CH2:31][CH2:30][CH2:29][CH2:28]4)[CH2:24][C:25]#[N:26])[CH:22]=3)[C:12]=2[CH:11]=[CH:10]1)(=[O:6])[C:2]([CH3:5])([CH3:4])[CH3:3].O1CCCC1.CC(C)=O.[CH:41]1[CH:46]=[CH:45][C:44]([C:47]([O:49][C@H:50]([C:64]([OH:66])=[O:65])[C@H:51]([O:55][C:56]([C:58]2[CH:63]=[CH:62][CH:61]=[CH:60][CH:59]=2)=[O:57])[C:52]([OH:54])=[O:53])=[O:48])=[CH:43][CH:42]=1, predict the reaction product. The product is: [C:56]([O:55][C@@H:51]([C@H:50]([O:49][C:47](=[O:48])[C:44]1[CH:43]=[CH:42][CH:41]=[CH:46][CH:45]=1)[C:64]([OH:66])=[O:65])[C:52]([OH:54])=[O:53])(=[O:57])[C:58]1[CH:63]=[CH:62][CH:61]=[CH:60][CH:59]=1.[C:1]([O:7][CH2:8][N:9]1[C:13]2[N:14]=[CH:15][N:16]=[C:17]([C:18]3[CH:19]=[N:20][N:21]([C@@H:23]([CH:27]4[CH2:31][CH2:30][CH2:29][CH2:28]4)[CH2:24][C:25]#[N:26])[CH:22]=3)[C:12]=2[CH:11]=[CH:10]1)(=[O:6])[C:2]([CH3:4])([CH3:5])[CH3:3]. (7) Given the reactants [CH2:1]([N:8]1[C:16]2[C:11](=[CH:12][CH:13]=[C:14]([C:17](OCC)=[O:18])[CH:15]=2)[C:10]([C:22](=[O:33])[NH:23][CH2:24][C:25]2[CH:30]=[CH:29][C:28]([F:31])=[C:27]([F:32])[CH:26]=2)=[C:9]1[CH:34]([CH3:36])[CH3:35])[C:2]1[CH:7]=[CH:6][CH:5]=[CH:4][CH:3]=1.CC(C[Al]CC(C)C)C, predict the reaction product. The product is: [CH2:1]([N:8]1[C:16]2[C:11](=[CH:12][CH:13]=[C:14]([CH2:17][OH:18])[CH:15]=2)[C:10]([C:22]([NH:23][CH2:24][C:25]2[CH:30]=[CH:29][C:28]([F:31])=[C:27]([F:32])[CH:26]=2)=[O:33])=[C:9]1[CH:34]([CH3:36])[CH3:35])[C:2]1[CH:7]=[CH:6][CH:5]=[CH:4][CH:3]=1.